This data is from Full USPTO retrosynthesis dataset with 1.9M reactions from patents (1976-2016). The task is: Predict the reactants needed to synthesize the given product. (1) Given the product [OH:39][C@@H:34]1[CH2:35][CH2:36][CH2:37][CH2:38][C@H:33]1[NH:32][C:3](=[O:12])[C:4]1[CH:9]=[C:8]([C:24]2[CH:25]=[CH:26][C:21]([C:20]([F:31])([F:30])[F:19])=[CH:22][CH:23]=2)[C:7]([O:16][CH2:15][C:14]([F:18])([F:17])[F:13])=[N:6][CH:5]=1, predict the reactants needed to synthesize it. The reactants are: CO[C:3](=[O:12])[C:4]1[CH:9]=[C:8](Br)[C:7](Cl)=[N:6][CH:5]=1.[F:13][C:14]([F:18])([F:17])[CH2:15][OH:16].[F:19][C:20]([F:31])([F:30])[C:21]1[CH:26]=[CH:25][C:24](B(O)O)=[CH:23][CH:22]=1.[NH2:32][C@@H:33]1[CH2:38][CH2:37][CH2:36][CH2:35][C@H:34]1[OH:39]. (2) The reactants are: [Cl:1][C:2]1[C:11]2[C:6](=[C:7]([N+:12]([O-])=O)[CH:8]=[CH:9][CH:10]=2)[C:5]([CH:15]=[CH2:16])=[CH:4][N:3]=1.[OH-].[Na+]. Given the product [NH2:12][C:7]1[CH:8]=[CH:9][CH:10]=[C:11]2[C:6]=1[C:5]([CH:15]=[CH2:16])=[CH:4][N:3]=[C:2]2[Cl:1], predict the reactants needed to synthesize it. (3) Given the product [CH2:20]1[C:29]2[C:24](=[CH:25][CH:26]=[CH:27][CH:28]=2)[CH2:23][CH2:22][N:21]1[C:2]1[CH:7]=[C:6]([O:8][CH3:9])[C:5]([NH:10][C:11](=[O:17])[CH2:12][C:13]([CH3:16])([CH3:15])[CH3:14])=[C:4]([O:18][CH3:19])[CH:3]=1, predict the reactants needed to synthesize it. The reactants are: Br[C:2]1[CH:7]=[C:6]([O:8][CH3:9])[C:5]([NH:10][C:11](=[O:17])[CH2:12][C:13]([CH3:16])([CH3:15])[CH3:14])=[C:4]([O:18][CH3:19])[CH:3]=1.[CH2:20]1[C:29]2[C:24](=[CH:25][CH:26]=[CH:27][CH:28]=2)[CH2:23][CH2:22][NH:21]1.CC(C)([O-])C.[K+]. (4) Given the product [CH3:36][CH:35]([CH3:37])[C:34]([NH:9][CH:10]1[CH2:15][CH:14]([C:16]2[CH:21]=[CH:20][C:19]([C:22]([F:24])([F:25])[F:23])=[CH:18][CH:17]=2)[CH2:13][N:12]([C:26]([N:28]2[CH2:29][CH2:30][O:31][CH2:32][CH2:33]2)=[O:27])[CH2:11]1)=[O:38], predict the reactants needed to synthesize it. The reactants are: C(N(CC)CC)C.Cl.[NH2:9][CH:10]1[CH2:15][CH:14]([C:16]2[CH:21]=[CH:20][C:19]([C:22]([F:25])([F:24])[F:23])=[CH:18][CH:17]=2)[CH2:13][N:12]([C:26]([N:28]2[CH2:33][CH2:32][O:31][CH2:30][CH2:29]2)=[O:27])[CH2:11]1.[C:34](Cl)(=[O:38])[CH:35]([CH3:37])[CH3:36]. (5) Given the product [C:14]([C:13]1[CH:16]=[C:17]([C:20]([F:23])([F:21])[F:22])[CH:18]=[CH:19][C:12]=1[N:11]1[CH2:10][CH2:9][O:8][C:7]2[C:2]([F:1])=[C:3]([S:25]([Cl:24])(=[O:27])=[O:26])[CH:4]=[CH:5][C:6]1=2)#[N:15], predict the reactants needed to synthesize it. The reactants are: [F:1][C:2]1[C:7]2[O:8][CH2:9][CH2:10][N:11]([C:12]3[CH:19]=[CH:18][C:17]([C:20]([F:23])([F:22])[F:21])=[CH:16][C:13]=3[C:14]#[N:15])[C:6]=2[CH:5]=[CH:4][CH:3]=1.[Cl:24][S:25](O)(=[O:27])=[O:26]. (6) Given the product [F:1][C:2]([F:40])([F:41])[C:3]1[CH:4]=[C:5]([CH2:13][N:14]([CH3:39])[C:15]([N:17]2[CH2:30][CH2:29][C@:20]3([NH:24][C@H:23]([C:25]([NH2:42])=[O:27])[CH2:22][CH2:21]3)[CH2:19][C@@H:18]2[C:31]2[CH:36]=[CH:35][C:34]([F:37])=[CH:33][C:32]=2[CH3:38])=[O:16])[CH:6]=[C:7]([C:9]([F:12])([F:11])[F:10])[CH:8]=1, predict the reactants needed to synthesize it. The reactants are: [F:1][C:2]([F:41])([F:40])[C:3]1[CH:4]=[C:5]([CH2:13][N:14]([CH3:39])[C:15]([N:17]2[CH2:30][CH2:29][C@:20]3([NH:24][C@H:23]([C:25]([O:27]C)=O)[CH2:22][CH2:21]3)[CH2:19][C@@H:18]2[C:31]2[CH:36]=[CH:35][C:34]([F:37])=[CH:33][C:32]=2[CH3:38])=[O:16])[CH:6]=[C:7]([C:9]([F:12])([F:11])[F:10])[CH:8]=1.[NH3:42]. (7) Given the product [CH3:30][S:31]([O:22][C:19]1[CH:18]=[CH:17][C:16]([C:8]2([C:4]3[CH:5]=[CH:6][CH:7]=[C:2]([Br:1])[CH:3]=3)[C:9](=[O:15])[N:10]([CH3:14])[C:11](=[S:13])[NH:12]2)=[CH:21][CH:20]=1)(=[O:33])=[O:32], predict the reactants needed to synthesize it. The reactants are: [Br:1][C:2]1[CH:3]=[C:4]([C:8]2([C:16]3[CH:21]=[CH:20][C:19]([OH:22])=[CH:18][CH:17]=3)[NH:12][C:11](=[S:13])[N:10]([CH3:14])[C:9]2=[O:15])[CH:5]=[CH:6][CH:7]=1.C(N(CC)CC)C.[CH3:30][S:31](Cl)(=[O:33])=[O:32].